This data is from NCI-60 drug combinations with 297,098 pairs across 59 cell lines. The task is: Regression. Given two drug SMILES strings and cell line genomic features, predict the synergy score measuring deviation from expected non-interaction effect. (1) Drug 1: CCCCC(=O)OCC(=O)C1(CC(C2=C(C1)C(=C3C(=C2O)C(=O)C4=C(C3=O)C=CC=C4OC)O)OC5CC(C(C(O5)C)O)NC(=O)C(F)(F)F)O. Drug 2: COCCOC1=C(C=C2C(=C1)C(=NC=N2)NC3=CC=CC(=C3)C#C)OCCOC.Cl. Cell line: COLO 205. Synergy scores: CSS=30.9, Synergy_ZIP=-0.329, Synergy_Bliss=-3.65, Synergy_Loewe=-14.3, Synergy_HSA=-3.43. (2) Synergy scores: CSS=14.5, Synergy_ZIP=-5.98, Synergy_Bliss=-3.73, Synergy_Loewe=-2.57, Synergy_HSA=-2.19. Cell line: SF-295. Drug 1: CC1C(C(=O)NC(C(=O)N2CCCC2C(=O)N(CC(=O)N(C(C(=O)O1)C(C)C)C)C)C(C)C)NC(=O)C3=C4C(=C(C=C3)C)OC5=C(C(=O)C(=C(C5=N4)C(=O)NC6C(OC(=O)C(N(C(=O)CN(C(=O)C7CCCN7C(=O)C(NC6=O)C(C)C)C)C)C(C)C)C)N)C. Drug 2: C1CN(P(=O)(OC1)NCCCl)CCCl. (3) Drug 1: CC1C(C(CC(O1)OC2CC(CC3=C2C(=C4C(=C3O)C(=O)C5=CC=CC=C5C4=O)O)(C(=O)C)O)N)O. Drug 2: CC1C(C(CC(O1)OC2CC(CC3=C2C(=C4C(=C3O)C(=O)C5=C(C4=O)C(=CC=C5)OC)O)(C(=O)CO)O)N)O.Cl. Cell line: OVCAR-4. Synergy scores: CSS=41.1, Synergy_ZIP=-4.60, Synergy_Bliss=-2.93, Synergy_Loewe=-0.187, Synergy_HSA=0.685. (4) Drug 1: CCC1=CC2CC(C3=C(CN(C2)C1)C4=CC=CC=C4N3)(C5=C(C=C6C(=C5)C78CCN9C7C(C=CC9)(C(C(C8N6C)(C(=O)OC)O)OC(=O)C)CC)OC)C(=O)OC. Drug 2: C1=CC=C(C=C1)NC(=O)CCCCCCC(=O)NO. Cell line: NCIH23. Synergy scores: CSS=68.7, Synergy_ZIP=-0.521, Synergy_Bliss=-4.15, Synergy_Loewe=-6.56, Synergy_HSA=-2.66. (5) Drug 1: C1CCC(C1)C(CC#N)N2C=C(C=N2)C3=C4C=CNC4=NC=N3. Drug 2: CCC1(CC2CC(C3=C(CCN(C2)C1)C4=CC=CC=C4N3)(C5=C(C=C6C(=C5)C78CCN9C7C(C=CC9)(C(C(C8N6C=O)(C(=O)OC)O)OC(=O)C)CC)OC)C(=O)OC)O.OS(=O)(=O)O. Cell line: SK-MEL-28. Synergy scores: CSS=10.6, Synergy_ZIP=-3.00, Synergy_Bliss=1.34, Synergy_Loewe=-36.0, Synergy_HSA=-2.46. (6) Drug 1: CC1=C2C(C(=O)C3(C(CC4C(C3C(C(C2(C)C)(CC1OC(=O)C(C(C5=CC=CC=C5)NC(=O)OC(C)(C)C)O)O)OC(=O)C6=CC=CC=C6)(CO4)OC(=O)C)O)C)O. Drug 2: C1=NC(=NC(=O)N1C2C(C(C(O2)CO)O)O)N. Cell line: SN12C. Synergy scores: CSS=19.9, Synergy_ZIP=-4.07, Synergy_Bliss=-0.293, Synergy_Loewe=0.264, Synergy_HSA=1.08. (7) Drug 1: CS(=O)(=O)CCNCC1=CC=C(O1)C2=CC3=C(C=C2)N=CN=C3NC4=CC(=C(C=C4)OCC5=CC(=CC=C5)F)Cl. Drug 2: C(=O)(N)NO. Cell line: NCI-H226. Synergy scores: CSS=-0.610, Synergy_ZIP=0.810, Synergy_Bliss=0.0567, Synergy_Loewe=-2.26, Synergy_HSA=-2.63.